From a dataset of Full USPTO retrosynthesis dataset with 1.9M reactions from patents (1976-2016). Predict the reactants needed to synthesize the given product. Given the product [NH:34]1[C:42]2[C:37](=[CH:38][C:39]([C:26]3[C:21]([NH:20][C:4]4[C:3]5[C:8](=[CH:9][C:10]([F:12])=[CH:11][C:2]=5[F:1])[N:7]=[C:6]([C:13]5[CH:18]=[CH:17][CH:16]=[CH:15][N:14]=5)[C:5]=4[CH3:19])=[CH:22][C:23]([N:28]4[CH2:33][CH2:32][O:31][CH2:30][CH2:29]4)=[N:24][CH:25]=3)=[CH:40][CH:41]=2)[CH:36]=[N:35]1, predict the reactants needed to synthesize it. The reactants are: [F:1][C:2]1[CH:11]=[C:10]([F:12])[CH:9]=[C:8]2[C:3]=1[C:4]([NH:20][C:21]1[C:26](I)=[CH:25][N:24]=[C:23]([N:28]3[CH2:33][CH2:32][O:31][CH2:30][CH2:29]3)[CH:22]=1)=[C:5]([CH3:19])[C:6]([C:13]1[CH:18]=[CH:17][CH:16]=[CH:15][N:14]=1)=[N:7]2.[NH:34]1[C:42]2[C:37](=[CH:38][C:39](B3OC(C)(C)C(C)(C)O3)=[CH:40][CH:41]=2)[CH:36]=[N:35]1.C1(P(C2CCCCC2)C2CCCCC2)CCCCC1.[O-]P([O-])([O-])=O.[K+].[K+].[K+].